From a dataset of Full USPTO retrosynthesis dataset with 1.9M reactions from patents (1976-2016). Predict the reactants needed to synthesize the given product. (1) Given the product [CH3:27][N:28]1[CH2:32][CH2:31][N:30]=[C:29]1[C:33]1[CH:38]=[CH:37][C:36]([NH:39][C:13](=[O:15])[CH:12]([CH2:11][C:4]2[C:5]3[C:10](=[CH:9][CH:8]=[CH:7][CH:6]=3)[N:2]([CH3:1])[CH:3]=2)[NH:16][C:25]([NH:24][C:21]2[CH:22]=[CH:23][C:18]([Cl:17])=[CH:19][CH:20]=2)=[O:26])=[CH:35][CH:34]=1, predict the reactants needed to synthesize it. The reactants are: [CH3:1][N:2]1[C:10]2[C:5](=[CH:6][CH:7]=[CH:8][CH:9]=2)[C:4]([CH2:11][CH:12]([NH2:16])[C:13]([OH:15])=O)=[CH:3]1.[Cl:17][C:18]1[CH:23]=[CH:22][C:21]([N:24]=[C:25]=[O:26])=[CH:20][CH:19]=1.[CH3:27][N:28]1[CH2:32][CH2:31][N:30]=[C:29]1[C:33]1[CH:38]=[CH:37][C:36]([NH2:39])=[CH:35][CH:34]=1.C(Cl)CCl. (2) Given the product [CH3:18][C:19]1[N:23]([CH2:24][CH2:25][CH2:26][N:27]2[C:14](=[O:16])[C:5]3[C:6]4[CH2:13][CH2:12][CH2:11][CH2:10][CH2:9][C:7]=4[S:8][C:4]=3[NH:1][C:2]2=[S:3])[CH:22]=[N:21][CH:20]=1, predict the reactants needed to synthesize it. The reactants are: [N:1]([C:4]1[S:8][C:7]2[CH2:9][CH2:10][CH2:11][CH2:12][CH2:13][C:6]=2[C:5]=1[C:14]([O:16]C)=O)=[C:2]=[S:3].[CH3:18][C:19]1[N:23]([CH2:24][CH2:25][CH2:26][NH2:27])[CH:22]=[N:21][CH:20]=1.